From a dataset of Full USPTO retrosynthesis dataset with 1.9M reactions from patents (1976-2016). Predict the reactants needed to synthesize the given product. (1) Given the product [CH:22]([N:15]1[C:16]2[CH:21]=[CH:20][CH:19]=[CH:18][C:17]=2[N:13]([CH2:12][C:9]2[N:8]([CH2:26][CH2:27][CH:28]([CH3:29])[CH3:30])[C:7]3[CH:6]=[CH:5][CH:4]=[C:3]([CH2:2][C:32]#[N:33])[C:11]=3[N:10]=2)[C:14]1=[O:25])([CH3:23])[CH3:24], predict the reactants needed to synthesize it. The reactants are: Cl[CH2:2][C:3]1[C:11]2[N:10]=[C:9]([CH2:12][N:13]3[C:17]4[CH:18]=[CH:19][CH:20]=[CH:21][C:16]=4[N:15]([CH:22]([CH3:24])[CH3:23])[C:14]3=[O:25])[N:8]([CH2:26][CH2:27][CH:28]([CH3:30])[CH3:29])[C:7]=2[CH:6]=[CH:5][CH:4]=1.Cl.[C-:32]#[N:33].[Na+]. (2) Given the product [CH2:1]([O:3][C:4]([C:6]1[C:12]2[NH:13][C:14]3[CH:15]=[C:16]([C:20]4[CH:25]=[CH:24][CH:23]=[C:22]([O:26][CH3:27])[CH:21]=4)[CH:17]=[CH:18][C:19]=3[C:11]=2[CH2:10][CH2:9][NH:8][CH:7]=1)=[O:5])[CH3:2], predict the reactants needed to synthesize it. The reactants are: [CH2:1]([O:3][C:4]([C:6]1[C:12]2[NH:13][C:14]3[CH:15]=[C:16]([C:20]4[CH:25]=[CH:24][CH:23]=[C:22]([O:26][CH3:27])[CH:21]=4)[CH:17]=[CH:18][C:19]=3[C:11]=2[CH2:10][CH2:9][N:8](C(=O)C2C=CC(F)=CC=2)[CH:7]=1)=[O:5])[CH3:2].C([O-])([O-])=O.[Na+].[Na+]. (3) Given the product [F:16][C:17]1[CH:22]=[C:21]([F:23])[CH:20]=[CH:19][C:18]=1[C:2]1[CH:11]=[CH:10][C:5]([C:6]([O:8][CH3:9])=[O:7])=[C:4]([O:12][CH:13]([CH3:15])[CH3:14])[CH:3]=1, predict the reactants needed to synthesize it. The reactants are: I[C:2]1[CH:11]=[CH:10][C:5]([C:6]([O:8][CH3:9])=[O:7])=[C:4]([O:12][CH:13]([CH3:15])[CH3:14])[CH:3]=1.[F:16][C:17]1[CH:22]=[C:21]([F:23])[CH:20]=[CH:19][C:18]=1B(O)O.C1(P(C2CCCCC2)C2C=CC=CC=2C2C(OC)=CC=CC=2OC)CCCCC1.C(=O)([O-])[O-].[Na+].[Na+]. (4) Given the product [Cl:1][C:2]1[CH:3]=[C:4]2[C:9](=[CH:10][C:11]=1[O:12][C:13]1[CH:21]=[CH:20][C:16]([C:17](=[O:18])[NH:50][CH2:49][CH2:48][C:40]3[C:41]([O:46][CH3:47])=[CH:42][C:43]([Cl:45])=[CH:44][C:39]=3[Cl:38])=[CH:15][CH:14]=1)[O:8][CH2:7][CH2:6][CH:5]2[C:22]([O:24][CH2:25][CH3:26])=[O:23], predict the reactants needed to synthesize it. The reactants are: [Cl:1][C:2]1[CH:3]=[C:4]2[C:9](=[CH:10][C:11]=1[O:12][C:13]1[CH:21]=[CH:20][C:16]([C:17](O)=[O:18])=[CH:15][CH:14]=1)[O:8][CH2:7][CH2:6][CH:5]2[C:22]([O:24][CH2:25][CH3:26])=[O:23].O.ON1C2C=CC=CC=2N=N1.[Cl:38][C:39]1[CH:44]=[C:43]([Cl:45])[CH:42]=[C:41]([O:46][CH3:47])[C:40]=1[CH2:48][CH2:49][NH2:50].Cl.C(N=C=NCCCN(C)C)C. (5) Given the product [N:18]1([C:6]([C:13]2[S:14][CH:15]=[CH:16][CH:17]=2)([CH3:12])[C:7]([O:9][CH2:10][CH3:11])=[O:8])[CH2:23][CH2:22][CH2:21][CH2:20][CH2:19]1, predict the reactants needed to synthesize it. The reactants are: S(Cl)(Cl)=O.O[C:6]([C:13]1[S:14][CH:15]=[CH:16][CH:17]=1)([CH3:12])[C:7]([O:9][CH2:10][CH3:11])=[O:8].[N:18]1[CH:23]=[CH:22][CH:21]=[CH:20][CH:19]=1.O. (6) The reactants are: [Cl:1][C:2]1[CH:27]=[CH:26][C:5]2[N:6]3[C:23]([CH:24]=[O:25])=[CH:22][CH:21]=[C:7]3[C:8]3([CH2:14][CH2:13][N:12](C(=O)C(F)(F)F)[CH2:11][CH2:10]3)[O:9][C:4]=2[CH:3]=1.C([O-])([O-])=O.[K+].[K+].O. Given the product [Cl:1][C:2]1[CH:27]=[CH:26][C:5]2[N:6]3[C:23]([CH:24]=[O:25])=[CH:22][CH:21]=[C:7]3[C:8]3([CH2:10][CH2:11][NH:12][CH2:13][CH2:14]3)[O:9][C:4]=2[CH:3]=1, predict the reactants needed to synthesize it.